Dataset: Full USPTO retrosynthesis dataset with 1.9M reactions from patents (1976-2016). Task: Predict the reactants needed to synthesize the given product. (1) Given the product [F:1][C:2]1[C:7]([C:8]2[N:13]=[C:12]([CH3:14])[N:11]=[C:10]([N:15]([CH2:16][C:17]3[CH:18]=[CH:19][C:20]([O:23][CH3:24])=[CH:21][CH:22]=3)[CH2:25][C:26]3[CH:31]=[CH:30][C:29]([O:32][CH3:33])=[CH:28][CH:27]=3)[CH:9]=2)=[CH:6][C:5]([C@H:34]([N:36]2[CH2:41][CH2:40][N:39]([S:51]([CH3:50])(=[O:53])=[O:52])[CH2:38][C@@H:37]2[CH3:42])[CH3:35])=[CH:4][N:3]=1, predict the reactants needed to synthesize it. The reactants are: [F:1][C:2]1[C:7]([C:8]2[N:13]=[C:12]([CH3:14])[N:11]=[C:10]([N:15]([CH2:25][C:26]3[CH:31]=[CH:30][C:29]([O:32][CH3:33])=[CH:28][CH:27]=3)[CH2:16][C:17]3[CH:22]=[CH:21][C:20]([O:23][CH3:24])=[CH:19][CH:18]=3)[CH:9]=2)=[CH:6][C:5]([C@H:34]([N:36]2[CH2:41][CH2:40][NH:39][CH2:38][C@@H:37]2[CH3:42])[CH3:35])=[CH:4][N:3]=1.CCN(CC)CC.[CH3:50][S:51](Cl)(=[O:53])=[O:52].[OH-].[Na+]. (2) Given the product [Br:16][C:17]1[CH:18]=[C:19]([CH:22]=[CH:23][CH:24]=1)[CH2:20][N:11]([CH2:12][CH:13]([CH3:15])[CH3:14])[S:8]([C:3]1[CH:4]=[CH:5][CH:6]=[CH:7][C:2]=1[Cl:1])(=[O:9])=[O:10], predict the reactants needed to synthesize it. The reactants are: [Cl:1][C:2]1[CH:7]=[CH:6][CH:5]=[CH:4][C:3]=1[S:8]([NH:11][CH2:12][CH:13]([CH3:15])[CH3:14])(=[O:10])=[O:9].[Br:16][C:17]1[CH:18]=[C:19]([CH:22]=[CH:23][CH:24]=1)[CH2:20]Br.C(=O)([O-])[O-].[Cs+].[Cs+]. (3) Given the product [CH3:19][C:16]1[CH:17]=[CH:18][C:8]2[CH:7]=[C:11]([C:12]([OH:14])=[O:13])[S:10][C:9]=2[CH:15]=1, predict the reactants needed to synthesize it. The reactants are: C.C([O-])=O.[NH4+].Cl[C:7]1[C:8]2[CH:18]=[CH:17][C:16]([CH3:19])=[CH:15][C:9]=2[S:10][C:11]=1[C:12]([OH:14])=[O:13].[OH-].[Na+]. (4) Given the product [CH:21]1([NH:20][CH2:43][C:42]([N:38]2[C:36]3=[N:37][C:32]([CH2:30][CH3:31])=[C:33]([C:55]4[C:56]([O:64][CH3:65])=[N:57][C:58]([CH:61]([CH3:62])[CH3:63])=[CH:59][CH:60]=4)[N:34]=[C:35]3[C:40]([CH3:41])=[N:39]2)=[CH2:49])[CH2:22][CH2:26][CH2:24]1, predict the reactants needed to synthesize it. The reactants are: [CH2:24]([C:21]1[N:20]=C2N(C(CC)CC)N=C(C)C2=N[C:22]=1C1C(N(C)C)=[N:20][C:21]([CH:24]([CH3:26])C)=[CH:22]C=1)[CH3:26].[CH2:30]([C:32]1[N:37]=[C:36]2[N:38]([CH:42]([CH2:49]OS(C)(=O)=O)[CH2:43]OS(C)(=O)=O)[N:39]=[C:40]([CH3:41])[C:35]2=[N:34][C:33]=1[C:55]1[C:56]([O:64][CH3:65])=[N:57][C:58]([CH:61]([CH3:63])[CH3:62])=[CH:59][CH:60]=1)[CH3:31].C1(N)CCC1. (5) Given the product [CH:2]([S:4][CH2:6][C:7]1[CH:8]=[CH:9][C:10]([C:13]#[N:14])=[N:11][CH:12]=1)([CH3:3])[CH3:1], predict the reactants needed to synthesize it. The reactants are: [CH3:1][CH:2]([SH:4])[CH3:3].Br[CH2:6][C:7]1[CH:8]=[CH:9][C:10]([C:13]#[N:14])=[N:11][CH:12]=1.C(=O)([O-])[O-].[Cs+].[Cs+]. (6) Given the product [C:3]([C:5]1[CH:14]=[C:13]2[C:8]([C:9]([N:15]3[CH2:16][CH2:17][N:18]([C:21]([NH:23][C:24]4[CH:29]=[CH:28][C:27]([O:30][C:31]5[CH:36]=[CH:35][CH:34]=[CH:33][CH:32]=5)=[CH:26][CH:25]=4)=[O:22])[CH2:19][CH2:20]3)=[N:10][CH:11]=[N:12]2)=[CH:7][CH:6]=1)([OH:4])=[O:2], predict the reactants needed to synthesize it. The reactants are: C[O:2][C:3]([C:5]1[CH:14]=[C:13]2[C:8]([C:9]([N:15]3[CH2:20][CH2:19][N:18]([C:21]([NH:23][C:24]4[CH:29]=[CH:28][C:27]([O:30][C:31]5[CH:36]=[CH:35][CH:34]=[CH:33][CH:32]=5)=[CH:26][CH:25]=4)=[O:22])[CH2:17][CH2:16]3)=[N:10][CH:11]=[N:12]2)=[CH:7][CH:6]=1)=[O:4].[OH-].[Na+].Cl. (7) Given the product [N+:13]([C:10]1[CH:9]=[C:8]2[C:7](=[CH:12][CH:11]=1)[CH2:6][N:36]([CH2:35][CH2:34][NH:33][C:30](=[O:32])[CH3:31])[CH2:17][CH2:16]2)([O-:15])=[O:14], predict the reactants needed to synthesize it. The reactants are: CS(O[CH2:6][C:7]1[CH:12]=[CH:11][C:10]([N+:13]([O-:15])=[O:14])=[CH:9][C:8]=1[CH2:16][CH2:17]OS(C)(=O)=O)(=O)=O.C(N(CC)CC)C.[C:30]([NH:33][CH2:34][CH2:35][NH2:36])(=[O:32])[CH3:31].O.